Task: Predict the reactants needed to synthesize the given product.. Dataset: Full USPTO retrosynthesis dataset with 1.9M reactions from patents (1976-2016) (1) Given the product [NH2:7][C:8]1[C:9]([CH2:10][OH:11])=[CH:15][CH:16]=[CH:17][N:18]=1, predict the reactants needed to synthesize it. The reactants are: [H-].[Al+3].[Li+].[H-].[H-].[H-].[NH2:7][C:8]1[N:18]=[CH:17][CH:16]=[CH:15][C:9]=1[C:10](OCC)=[O:11]. (2) Given the product [CH2:1]([O:3][C:4]([C:6]1[C:17]2[C:9](=[C:10]3[C:14](=[CH:15][CH:16]=2)[NH:13][N:12]=[CH:11]3)[N:8]([CH3:18])[CH:7]=1)=[O:5])[CH3:2], predict the reactants needed to synthesize it. The reactants are: [CH2:1]([O:3][C:4]([C:6]1[C:17]2[CH2:16][CH2:15][C:14]3[NH:13][N:12]=[CH:11][C:10]=3[C:9]=2[N:8]([CH3:18])[CH:7]=1)=[O:5])[CH3:2].C(C1C(=O)C(Cl)=C(Cl)C(=O)C=1C#N)#N. (3) The reactants are: Cl[C:2]1[CH:7]=[C:6]([C:8]2[CH:13]=[CH:12][C:11]([F:14])=[C:10]([Cl:15])[CH:9]=2)[N:5]=[C:4]2[CH2:16][CH2:17][CH2:18][C:3]=12.[CH2:19]([O:21][C:22](=[O:31])[CH2:23][C:24]1[CH:29]=[CH:28][C:27]([NH2:30])=[CH:26][CH:25]=1)[CH3:20]. Given the product [Cl:15][C:10]1[CH:9]=[C:8]([C:6]2[N:5]=[C:4]3[CH2:16][CH2:17][CH2:18][C:3]3=[C:2]([NH:30][C:27]3[CH:26]=[CH:25][C:24]([CH2:23][C:22]([O:21][CH2:19][CH3:20])=[O:31])=[CH:29][CH:28]=3)[CH:7]=2)[CH:13]=[CH:12][C:11]=1[F:14], predict the reactants needed to synthesize it. (4) Given the product [CH3:1][O:2][C:3]1[C:12]([NH:13][C:14]([N:34]2[CH2:33][CH2:32][N:31]([C:26]3[CH:27]=[CH:28][CH:29]=[CH:30][C:25]=3[S:24][CH3:23])[CH2:36][CH2:35]2)=[O:22])=[N:11][C:10]2[C:5](=[CH:6][CH:7]=[CH:8][CH:9]=2)[N:4]=1, predict the reactants needed to synthesize it. The reactants are: [CH3:1][O:2][C:3]1[C:12]([NH:13][C:14](=[O:22])OC2C=CC=CC=2)=[N:11][C:10]2[C:5](=[CH:6][CH:7]=[CH:8][CH:9]=2)[N:4]=1.[CH3:23][S:24][C:25]1[CH:30]=[CH:29][CH:28]=[CH:27][C:26]=1[N:31]1[CH2:36][CH2:35][NH:34][CH2:33][CH2:32]1. (5) Given the product [Cl:26][C:27]1[CH:28]=[C:29]([C:32]2[N:34]=[C:18]([C@@H:15]3[CH2:14][N:11]4[C:12](=[O:13])[C:6]5[CH:5]=[CH:4][C:3]([O:2][CH3:1])=[N:21][C:7]=5[CH2:8][CH2:9][C@@H:10]4[CH2:17][CH2:16]3)[O:19][N:33]=2)[NH:30][CH:31]=1, predict the reactants needed to synthesize it. The reactants are: [CH3:1][O:2][C:3]1[CH:4]=[CH:5][C:6]2[C:12](=[O:13])[N:11]3[CH2:14][C@H:15]([C:18](O)=[O:19])[CH2:16][CH2:17][C@@H:10]3[CH2:9][CH2:8][C:7]=2[N:21]=1.S(Cl)(Cl)=O.[Cl:26][C:27]1[CH:28]=[C:29]([C:32](=[N:34]O)[NH2:33])[NH:30][CH:31]=1.CCCC[N+](CCCC)(CCCC)CCCC.[F-].